Regression. Given a peptide amino acid sequence and an MHC pseudo amino acid sequence, predict their binding affinity value. This is MHC class I binding data. From a dataset of Peptide-MHC class I binding affinity with 185,985 pairs from IEDB/IMGT. (1) The peptide sequence is IGHIGWETV. The MHC is H-2-Db with pseudo-sequence H-2-Db. The binding affinity (normalized) is 0.148. (2) The peptide sequence is HSKKKCDDL. The MHC is HLA-A31:01 with pseudo-sequence HLA-A31:01. The binding affinity (normalized) is 0. (3) The peptide sequence is GLFWGGIWY. The MHC is HLA-B15:01 with pseudo-sequence HLA-B15:01. The binding affinity (normalized) is 0.0847.